This data is from Catalyst prediction with 721,799 reactions and 888 catalyst types from USPTO. The task is: Predict which catalyst facilitates the given reaction. (1) Reactant: Cl.C(N=C=NCCCN(C)C)C.[O:13]=[C:14]1[N:19]([C:20]2[CH:25]=[CH:24][C:23]([O:26][CH2:27][C:28]([F:31])([F:30])[F:29])=[CH:22][CH:21]=2)[C:18]([S:32][CH2:33][CH2:34][CH2:35][C:36]([OH:38])=O)=[N:17][C:16]2[CH:39]=[CH:40][NH:41][C:15]1=2.[F:42][C:43]([F:47])([F:46])[CH2:44][NH2:45].ON1C2C=CC=CC=2N=N1. Product: [O:13]=[C:14]1[N:19]([C:20]2[CH:21]=[CH:22][C:23]([O:26][CH2:27][C:28]([F:31])([F:29])[F:30])=[CH:24][CH:25]=2)[C:18]([S:32][CH2:33][CH2:34][CH2:35][C:36]([NH:45][CH2:44][C:43]([F:47])([F:46])[F:42])=[O:38])=[N:17][C:16]2[CH:39]=[CH:40][NH:41][C:15]1=2. The catalyst class is: 9. (2) Reactant: [Li+].CC([N-]C(C)C)C.[CH:9]1([C:15]2[N:16]=[C:17]([C:20]3[CH:21]=[N:22][CH:23]=[CH:24][C:25]=3[CH3:26])[S:18][CH:19]=2)[CH2:14][CH2:13][CH2:12][CH2:11][CH2:10]1.C([I:31])(F)(F)F. Product: [CH:9]1([C:15]2[N:16]=[C:17]([C:20]3[CH:21]=[N:22][CH:23]=[CH:24][C:25]=3[CH3:26])[S:18][C:19]=2[I:31])[CH2:10][CH2:11][CH2:12][CH2:13][CH2:14]1. The catalyst class is: 1. (3) Product: [S:24]1[C:30]2[CH:31]=[CH:32][CH:33]=[CH:34][C:29]=2[CH2:28][N:27]([C:2]2[N:11]=[C:10]([NH:12][CH2:13][CH2:14][NH:15][C:16](=[O:22])[O:17][C:18]([CH3:21])([CH3:20])[CH3:19])[C:9]3[C:4](=[CH:5][CH:6]=[C:7]([CH3:23])[CH:8]=3)[N:3]=2)[CH2:26][CH2:25]1. Reactant: Cl[C:2]1[N:11]=[C:10]([NH:12][CH2:13][CH2:14][NH:15][C:16](=[O:22])[O:17][C:18]([CH3:21])([CH3:20])[CH3:19])[C:9]2[C:4](=[CH:5][CH:6]=[C:7]([CH3:23])[CH:8]=2)[N:3]=1.[S:24]1[C:30]2[CH:31]=[CH:32][CH:33]=[CH:34][C:29]=2[CH2:28][NH:27][CH2:26][CH2:25]1.C(N(CC)CC)C. The catalyst class is: 51. (4) Reactant: [Sn](Cl)Cl.[C:4]([O:8][C:9]([N:11]([C:19]1[C:24]([C:25]2[O:29][N:28]=[C:27]([C:30]3[CH:35]=[CH:34][C:33]([N+:36]([O-])=O)=[CH:32][CH:31]=3)[CH:26]=2)=[N:23][C:22]([C:39]2[CH:44]=[CH:43][C:42]([S:45]([CH:48]([CH3:50])[CH3:49])(=[O:47])=[O:46])=[CH:41][CH:40]=2)=[CH:21][N:20]=1)[C:12](=[O:18])[O:13][C:14]([CH3:17])([CH3:16])[CH3:15])=[O:10])([CH3:7])([CH3:6])[CH3:5]. Product: [NH2:36][C:33]1[CH:32]=[CH:31][C:30]([C:27]2[CH:26]=[C:25]([C:24]3[C:19]([N:11]([C:12]([O:13][C:14]([CH3:15])([CH3:16])[CH3:17])=[O:18])[C:9](=[O:10])[O:8][C:4]([CH3:5])([CH3:6])[CH3:7])=[N:20][CH:21]=[C:22]([C:39]4[CH:40]=[CH:41][C:42]([S:45]([CH:48]([CH3:50])[CH3:49])(=[O:47])=[O:46])=[CH:43][CH:44]=4)[N:23]=3)[O:29][N:28]=2)=[CH:35][CH:34]=1. The catalyst class is: 8.